This data is from Forward reaction prediction with 1.9M reactions from USPTO patents (1976-2016). The task is: Predict the product of the given reaction. (1) Given the reactants [Cl:1][C:2]1[CH:3]=[N:4][CH:5]=[C:6]([Cl:20])[C:7]=1[S:8][C:9]1[S:13][C:12]([C:14](Cl)=[O:15])=[CH:11][C:10]=1[N+:17]([O-:19])=[O:18].[N:21]1[CH:26]=[CH:25][CH:24]=[C:23]([CH2:27][NH2:28])[CH:22]=1, predict the reaction product. The product is: [Cl:1][C:2]1[CH:3]=[N:4][CH:5]=[C:6]([Cl:20])[C:7]=1[S:8][C:9]1[S:13][C:12]([C:14]([NH:28][CH2:27][C:23]2[CH:22]=[N:21][CH:26]=[CH:25][CH:24]=2)=[O:15])=[CH:11][C:10]=1[N+:17]([O-:19])=[O:18]. (2) Given the reactants [C:1]([C:3]1[CH:4]=[C:5]2[C:9](=[CH:10][CH:11]=1)[NH:8][CH:7]=[C:6]2[CH2:12][CH2:13][CH2:14][CH2:15][N:16]1[CH2:21][CH2:20][N:19]([C:22]2[CH:23]=[CH:24][C:25]3[O:29][C:28]([C:30]([O:32]C)=O)=[CH:27][C:26]=3[CH:34]=2)[CH2:18][CH2:17]1)#[N:2].[NH3:35], predict the reaction product. The product is: [CH:11]1[C:3]([C:1]#[N:2])=[CH:4][C:5]2[C:6]([CH2:12][CH2:13][CH2:14][CH2:15][N:16]3[CH2:21][CH2:20][N:19]([C:22]4[CH:23]=[CH:24][C:25]5[O:29][C:28]([C:30]([NH2:35])=[O:32])=[CH:27][C:26]=5[CH:34]=4)[CH2:18][CH2:17]3)=[CH:7][NH:8][C:9]=2[CH:10]=1. (3) Given the reactants [N-:1]=[N+:2]=[N-:3].[N-:4]=[N+:5]=[N-:6].[N-:7]=[N+:8]=[N-:9].O[CH2:11][C:12]([CH2:17]O)([CH2:15][OH:16])[CH2:13]O.[H-].[Na+].[CH2:21](O)[CH2:22][O:23][CH2:24][CH2:25][O:26][CH2:27][CH2:28][O:29][CH2:30][CH2:31][O:32][CH2:33][CH:34]=[CH2:35], predict the reaction product. The product is: [N:1]([CH2:17][C:12]([CH2:11][N:7]=[N+:8]=[N-:9])([CH2:13][N:4]=[N+:5]=[N-:6])[CH2:15][O:16][CH2:21][CH2:22][O:23][CH2:24][CH2:25][O:26][CH2:27][CH2:28][O:29][CH2:30][CH2:31][O:32][CH2:33][CH:34]=[CH2:35])=[N+:2]=[N-:3].